From a dataset of Reaction yield outcomes from USPTO patents with 853,638 reactions. Predict the reaction yield, written as a fraction of the theoretical maximum amount of product (1.0 means a 100% yield; for example, 0.34 means a 34% yield). (1) The reactants are [CH2:1]([N:8]([CH2:31][C:32]1[CH:37]=CC=C[CH:33]=1)[C@@H:9]([CH2:24][C:25]1[CH:30]=[CH:29][CH:28]=[CH:27][CH:26]=1)[C:10]([C@H:12]1[CH2:16][CH2:15][CH2:14][N:13]1[C:17](OC(C)(C)C)=[O:18])=[O:11])C1C=CC=CC=1.[BH4-].[Na+]. The catalyst is CO. The product is [CH2:31]([N:8]([CH2:1][C:25]1[CH:30]=[CH:29][CH:28]=[CH:27][CH:26]=1)[C@H:9]([C@H:10]1[O:11][C:17](=[O:18])[N:13]2[CH2:14][CH2:15][CH2:16][C@H:12]12)[CH2:24][C:25]1[CH:30]=[CH:29][CH:28]=[CH:27][CH:26]=1)[C:32]1[CH:37]=[CH:24][CH:9]=[CH:10][CH:33]=1. The yield is 0.220. (2) The reactants are [CH3:1][O:2][C:3]1[CH:4]=[C:5]2[C:10](=[C:11]([N+:13]([O-:15])=[O:14])[CH:12]=1)[N:9]=[CH:8][CH:7]=[CH:6]2.[CH3:16][C:17](C)([CH3:21])[C:18](O)=O.OS(O)(=O)=O.S(OOS([O-])(=O)=O)([O-])(=O)=O.[NH4+].[NH4+].C(=O)=O.[NH4+].[OH-]. The catalyst is CC#N.O.[N+]([O-])([O-])=O.[Ag+]. The product is [C:17]([C:8]1[CH:7]=[CH:6][C:5]2[C:10](=[C:11]([N+:13]([O-:15])=[O:14])[CH:12]=[C:3]([O:2][CH3:1])[CH:4]=2)[N:9]=1)([CH3:21])([CH3:18])[CH3:16]. The yield is 0.620. (3) The reactants are [CH3:1][O:2][C:3]1[N:4]=[CH:5][C:6]([C:9]#[N:10])=[N:7][CH:8]=1.[CH3:11][Mg]Br.[BH4-].[Na+].[Cl-].[NH4+].C(=O)([O-])[O-].[K+].[K+]. The product is [CH3:1][O:2][C:3]1[N:4]=[CH:5][C:6]([CH:9]([NH2:10])[CH3:11])=[N:7][CH:8]=1. The catalyst is O1CCCC1. The yield is 0.0400. (4) The reactants are [C@@H:1]12[N:8]([C:9]([O:11][C:12]([CH3:15])([CH3:14])[CH3:13])=[O:10])[C@@H:5]([CH2:6][CH2:7]1)[CH2:4][NH:3][CH2:2]2.[Cl:16][C:17]1[N:22]=[C:21](Cl)[CH:20]=[CH:19][N:18]=1. The catalyst is CO. The product is [Cl:16][C:17]1[N:22]=[C:21]([N:3]2[CH2:4][C@H:5]3[N:8]([C:9]([O:11][C:12]([CH3:15])([CH3:14])[CH3:13])=[O:10])[C@H:1]([CH2:7][CH2:6]3)[CH2:2]2)[CH:20]=[CH:19][N:18]=1. The yield is 0.710. (5) The reactants are [CH3:1][C:2]1[N:3]=[C:4]([NH2:7])[S:5][CH:6]=1.Cl[C:9]1[CH:14]=[C:13]([S:15][C:16]2[CH:21]=[CH:20][CH:19]=[CH:18][C:17]=2[Cl:22])[CH:12]=[CH:11][N:10]=1.P([O-])([O-])([O-])=O.[K+].[K+].[K+]. The catalyst is C1(C)C=CC=CC=1.C1C=CC(/C=C/C(/C=C/C2C=CC=CC=2)=O)=CC=1.C1C=CC(/C=C/C(/C=C/C2C=CC=CC=2)=O)=CC=1.C1C=CC(/C=C/C(/C=C/C2C=CC=CC=2)=O)=CC=1.[Pd].[Pd].C1(P(C2C=CC=CC=2)C2C3OC4C(=CC=CC=4P(C4C=CC=CC=4)C4C=CC=CC=4)C(C)(C)C=3C=CC=2)C=CC=CC=1. The product is [Cl:22][C:17]1[CH:18]=[CH:19][CH:20]=[CH:21][C:16]=1[S:15][C:13]1[CH:12]=[CH:11][N:10]=[C:9]([NH:7][C:4]2[S:5][CH:6]=[C:2]([CH3:1])[N:3]=2)[CH:14]=1. The yield is 0.828. (6) The reactants are [Cl:1][C:2]1[C:10]2[N:9]=[C:8]3[N:11]([C:15]4[CH:20]=[CH:19][C:18]([Cl:21])=[CH:17][C:16]=4[Cl:22])[CH2:12][CH2:13][CH2:14][N:7]3[C:6]=2[C:5]([CH:23]([OH:28])[C:24]([F:27])([F:26])[F:25])=[CH:4][CH:3]=1.[H-].[Na+].I[CH3:32]. The catalyst is O1CCCC1.C(OCC)(=O)C. The product is [Cl:1][C:2]1[C:10]2[N:9]=[C:8]3[N:11]([C:15]4[CH:20]=[CH:19][C:18]([Cl:21])=[CH:17][C:16]=4[Cl:22])[CH2:12][CH2:13][CH2:14][N:7]3[C:6]=2[C:5]([CH:23]([O:28][CH3:32])[C:24]([F:25])([F:26])[F:27])=[CH:4][CH:3]=1. The yield is 0.960. (7) The yield is 0.900. The reactants are [OH:1][C:2]1([C:12]2[CH:21]=[CH:20][C:15]([C:16]([NH:18][CH3:19])=[O:17])=[CH:14][CH:13]=2)[CH2:11][CH2:10][C:5]2(OCC[O:6]2)[CH2:4][CH2:3]1.C([O-])(O)=O.[Na+].C(OCC)(=O)C.CCCCCC. The product is [OH:1][C:2]1([C:12]2[CH:13]=[CH:14][C:15]([C:16]([NH:18][CH3:19])=[O:17])=[CH:20][CH:21]=2)[CH2:11][CH2:10][C:5](=[O:6])[CH2:4][CH2:3]1. The catalyst is C1COCC1.Cl.